Predict the product of the given reaction. From a dataset of Forward reaction prediction with 1.9M reactions from USPTO patents (1976-2016). Given the reactants [Cl:1][C:2]1[CH:7]=[CH:6][C:5]([N:8]([C:17](=[O:26])[C:18]2[CH:23]=[CH:22][C:21]([Cl:24])=[CH:20][C:19]=2[Cl:25])[C:9]2[S:10][C:11]([C:14](O)=[O:15])=[CH:12][N:13]=2)=[CH:4][CH:3]=1.[CH3:27][CH2:28][N:29](CC)[CH2:30][CH3:31], predict the reaction product. The product is: [Cl:25][C:19]1[CH:20]=[C:21]([Cl:24])[CH:22]=[CH:23][C:18]=1[C:17]([N:8]([C:5]1[CH:6]=[CH:7][C:2]([Cl:1])=[CH:3][CH:4]=1)[C:9]1[S:10][C:11]([C:14]([N:29]2[CH2:30][CH2:31][CH2:27][CH2:28]2)=[O:15])=[CH:12][N:13]=1)=[O:26].